From a dataset of Catalyst prediction with 721,799 reactions and 888 catalyst types from USPTO. Predict which catalyst facilitates the given reaction. (1) Reactant: [Cl:1][C:2]1[C:3]2[S:10][C:9]([C:11]#[C:12][Si](C)(C)C)=[CH:8][C:4]=2[N:5]=[CH:6][N:7]=1.[F-].C([N+](CCCC)(CCCC)CCCC)CCC. Product: [Cl:1][C:2]1[C:3]2[S:10][C:9]([C:11]#[CH:12])=[CH:8][C:4]=2[N:5]=[CH:6][N:7]=1. The catalyst class is: 1. (2) Reactant: [Si:1]([O:8][CH2:9][C:10]1[CH:18]=[CH:17][CH:16]=[C:15]2[C:11]=1[CH2:12][CH2:13][N:14]2[C:19]([O:21][C:22]([CH3:25])([CH3:24])[CH3:23])=[O:20])([C:4]([CH3:7])([CH3:6])[CH3:5])([CH3:3])[CH3:2].[Br:26]N1C(=O)CCC1=O. Product: [Br:26][C:18]1[C:10]([CH2:9][O:8][Si:1]([C:4]([CH3:7])([CH3:6])[CH3:5])([CH3:3])[CH3:2])=[C:11]2[C:15](=[CH:16][CH:17]=1)[N:14]([C:19]([O:21][C:22]([CH3:25])([CH3:24])[CH3:23])=[O:20])[CH2:13][CH2:12]2. The catalyst class is: 2. (3) Reactant: [CH3:1][O:2][C:3]1[CH:22]=[CH:21][C:6]2[N:7]([C:14]3[N:15]=[CH:16][C:17]([NH2:20])=[N:18][CH:19]=3)[C:8]([C:10]([F:13])([F:12])[F:11])=[N:9][C:5]=2[CH:4]=1.[F:23][C:24]1[CH:32]=[CH:31][CH:30]=[C:29]([F:33])[C:25]=1[C:26](O)=[O:27].C(N=C=NCCCN(C)C)C.CCOC(C)=O. Product: [F:23][C:24]1[CH:32]=[CH:31][CH:30]=[C:29]([F:33])[C:25]=1[C:26]([NH:20][C:17]1[CH:16]=[N:15][C:14]([N:7]2[C:6]3[CH:21]=[CH:22][C:3]([O:2][CH3:1])=[CH:4][C:5]=3[N:9]=[C:8]2[C:10]([F:12])([F:13])[F:11])=[CH:19][N:18]=1)=[O:27]. The catalyst class is: 22. (4) Reactant: C1(P(C2C=CC=CC=2)C2C=CC=CC=2)C=CC=CC=1.[Cl:20][C:21]1[CH:22]=[C:23]([CH:26]=[CH:27][C:28]=1[Cl:29])[CH2:24][OH:25].CC(OC(/N=N/C(OC(C)C)=O)=O)C.[O:44]=[C:45]1[CH:50]([N:51]2[C:59](=[O:60])[C:58]3[C:53](=[CH:54][CH:55]=[CH:56][C:57]=3O)[C:52]2=[O:62])[CH2:49][CH2:48][C:47](=[O:63])[NH:46]1. Product: [Cl:20][C:21]1[CH:22]=[C:23]([CH:26]=[CH:27][C:28]=1[Cl:29])[CH2:24][O:25][C:54]1[CH:55]=[CH:56][CH:57]=[C:58]2[C:53]=1[C:52](=[O:62])[N:51]([CH:50]1[CH2:49][CH2:48][C:47](=[O:63])[NH:46][C:45]1=[O:44])[C:59]2=[O:60]. The catalyst class is: 1. (5) Reactant: [Br:1][C:2]1[S:6][C:5]([C:7]([O:9][CH3:10])=[O:8])=[C:4]([NH:11][C:12](=O)[C:13](F)([F:15])[F:14])[CH:3]=1.FC(F)(F)S(OCC(F)F)(=O)=O.C(=O)([O-])[O-].[Cs+].[Cs+].CN(C=O)C. Product: [Br:1][C:2]1[S:6][C:5]([C:7]([O:9][CH3:10])=[O:8])=[C:4]([NH:11][CH2:12][CH:13]([F:15])[F:14])[CH:3]=1. The catalyst class is: 6. (6) Reactant: [F:1][C:2]([F:25])([F:24])[C:3]1[CH:4]=[C:5]([CH:9]([O:13][C:14]2[CH:19]=[CH:18][C:17]([C:20]([F:23])([F:22])[F:21])=CN=2)[C:10]([OH:12])=[O:11])[CH:6]=[CH:7][CH:8]=1.[CH3:26][N:27](C)C1C=CC=CC=1.O1[CH2:40][CH2:39][N:38]([CH:41](O)[CH3:42])[CH2:37][CH2:36]1.[OH2:44]. Product: [N:38]1([CH2:41][CH2:42][O:12][C:10](=[O:11])[CH:9]([C:5]2[CH:6]=[CH:7][CH:8]=[C:3]([C:2]([F:1])([F:25])[F:24])[CH:4]=2)[O:13][C:14]2[CH:26]=[N:27][C:17]([C:20]([F:21])([F:22])[F:23])=[CH:18][CH:19]=2)[CH2:39][CH2:40][O:44][CH2:36][CH2:37]1. The catalyst class is: 365. (7) Reactant: Cl[C:2]1[N:7]=[CH:6][CH:5]=[CH:4][N:3]=1.[NH2:8][C:9]1[CH:10]=[CH:11][C:12]([Cl:16])=[C:13]([OH:15])[CH:14]=1.Cl. Product: [Cl:16][C:12]1[CH:11]=[CH:10][C:9]([NH:8][C:2]2[N:7]=[CH:6][CH:5]=[CH:4][N:3]=2)=[CH:14][C:13]=1[OH:15]. The catalyst class is: 351.